The task is: Predict the reaction yield, written as a fraction of the theoretical maximum amount of product (1.0 means a 100% yield; for example, 0.34 means a 34% yield).. This data is from Reaction yield outcomes from USPTO patents with 853,638 reactions. (1) The reactants are [Cl:1][C:2]1[CH:3]=[CH:4][C:5]([O:15][CH2:16][C:17]2[CH:22]=[CH:21][C:20]([O:23][CH3:24])=[CH:19][CH:18]=2)=[C:6]([C:8](=O)[CH2:9][CH2:10][C:11](=O)[CH3:12])[CH:7]=1.[CH2:25]([O:27][C:28](=[O:36])[C:29]1[CH:34]=[CH:33][CH:32]=[C:31]([NH2:35])[CH:30]=1)[CH3:26]. The catalyst is C1(C)C=CC=CC=1. The product is [CH2:25]([O:27][C:28](=[O:36])[C:29]1[CH:34]=[CH:33][CH:32]=[C:31]([N:35]2[C:11]([CH3:12])=[CH:10][CH:9]=[C:8]2[C:6]2[CH:7]=[C:2]([Cl:1])[CH:3]=[CH:4][C:5]=2[O:15][CH2:16][C:17]2[CH:22]=[CH:21][C:20]([O:23][CH3:24])=[CH:19][CH:18]=2)[CH:30]=1)[CH3:26]. The yield is 0.590. (2) The reactants are [Li]CCCC.Br[C:7]1[CH:12]=[CH:11][C:10]([Br:13])=[CH:9][CH:8]=1.[CH3:14][C:15](=[O:20])[CH2:16][CH2:17][CH2:18][CH3:19]. The catalyst is C1COCC1. The product is [Br:13][C:10]1[CH:11]=[CH:12][C:7]([C:15]([OH:20])([CH3:14])[CH2:16][CH2:17][CH2:18][CH3:19])=[CH:8][CH:9]=1. The yield is 0.910. (3) The reactants are [N+:1]([C:4]1[CH:9]=[CH:8][C:7]([C:10]2[N:15]=[C:14]3[N:16]([CH2:19][C:20]([F:23])([F:22])[F:21])[N:17]=[CH:18][C:13]3=[C:12]([N:24]3[CH2:31][CH:30]4[O:32][CH:26]([CH2:27][N:28]([C:33]([O:35][C:36]([CH3:39])([CH3:38])[CH3:37])=[O:34])[CH2:29]4)[CH2:25]3)[N:11]=2)=[CH:6][CH:5]=1)([O-])=O. The catalyst is O1CCCC1.C(O)C. The product is [NH2:1][C:4]1[CH:5]=[CH:6][C:7]([C:10]2[N:15]=[C:14]3[N:16]([CH2:19][C:20]([F:22])([F:23])[F:21])[N:17]=[CH:18][C:13]3=[C:12]([N:24]3[CH2:31][CH:30]4[O:32][CH:26]([CH2:27][N:28]([C:33]([O:35][C:36]([CH3:39])([CH3:38])[CH3:37])=[O:34])[CH2:29]4)[CH2:25]3)[N:11]=2)=[CH:8][CH:9]=1. The yield is 0.940. (4) The reactants are C1(P(C2C=CC=CC=2)C2C=CC=CC=2)C=CC=CC=1.[CH2:20]([C:22]1[CH:23]=[CH:24][C:25]([O:36][CH:37]([CH3:41])[CH2:38][CH2:39][OH:40])=[C:26]([C:28]([C:30]2[CH:35]=[CH:34][CH:33]=[CH:32][CH:31]=2)=[O:29])[CH:27]=1)[CH3:21].[CH2:42]([O:44][C:45](=[O:57])[CH:46]([O:55][CH3:56])[CH2:47][C:48]1[CH:53]=[CH:52][C:51](O)=[CH:50][CH:49]=1)[CH3:43].CCOC(/N=N/C(OCC)=O)=O. The catalyst is C1(C)C=CC=CC=1. The product is [CH2:42]([O:44][C:45](=[O:57])[CH:46]([O:55][CH3:56])[CH2:47][C:48]1[CH:53]=[CH:52][C:51]([O:40][CH2:39][CH2:38][CH:37]([O:36][C:25]2[CH:24]=[CH:23][C:22]([CH2:20][CH3:21])=[CH:27][C:26]=2[C:28](=[O:29])[C:30]2[CH:31]=[CH:32][CH:33]=[CH:34][CH:35]=2)[CH3:41])=[CH:50][CH:49]=1)[CH3:43]. The yield is 0.460. (5) The reactants are [OH:1][CH2:2][CH2:3][CH2:4][C:5]1[C:10](=[O:11])[N:9](CC2C=CC(OC)=CC=2)[NH:8][C:7](=[O:21])[CH:6]=1.C1(OC)C=CC=CC=1. The catalyst is C(O)(C(F)(F)F)=O. The product is [OH:1][CH2:2][CH2:3][CH2:4][C:5]1[C:10](=[O:11])[NH:9][NH:8][C:7](=[O:21])[CH:6]=1. The yield is 0.920.